Dataset: Full USPTO retrosynthesis dataset with 1.9M reactions from patents (1976-2016). Task: Predict the reactants needed to synthesize the given product. (1) Given the product [F:35][C:30]1[CH:31]=[CH:32][CH:33]=[CH:34][C:29]=1[CH2:28][N:9]1[C:10](=[O:27])[C:11]2[NH:12][C:13]([CH2:16][C:17]3[CH:22]=[CH:21][C:20]([NH:23][C:24](=[O:26])[CH3:25])=[CH:19][CH:18]=3)=[N:14][C:15]=2[N:7]([CH2:6][CH2:5][CH2:4][C:3]([NH:38][NH2:39])=[O:2])[C:8]1=[O:36], predict the reactants needed to synthesize it. The reactants are: C[O:2][C:3](=O)[CH2:4][CH2:5][CH2:6][N:7]1[C:15]2[N:14]=[C:13]([CH2:16][C:17]3[CH:22]=[CH:21][C:20]([NH:23][C:24](=[O:26])[CH3:25])=[CH:19][CH:18]=3)[NH:12][C:11]=2[C:10](=[O:27])[N:9]([CH2:28][C:29]2[CH:34]=[CH:33][CH:32]=[CH:31][C:30]=2[F:35])[C:8]1=[O:36].[NH2:38][NH2:39]. (2) Given the product [C:4]([CH:6]1[CH2:10][CH2:9][N:8]([C:11]([O:13][C:14]([CH3:15])([CH3:16])[CH3:17])=[O:12])[CH2:7]1)(=[O:5])[C:21]#[C:20][CH3:24], predict the reactants needed to synthesize it. The reactants are: CON(C)[C:4]([CH:6]1[CH2:10][CH2:9][N:8]([C:11]([O:13][C:14]([CH3:17])([CH3:16])[CH3:15])=[O:12])[CH2:7]1)=[O:5].[Br-].[CH2:20]1[CH2:24]OC[CH2:21]1. (3) Given the product [CH2:22]([C:6]1[C:5]([OH:4])=[CH:13][CH:12]=[C:11]2[C:7]=1[CH2:8][O:9][C:10]2([C:18]([F:21])([F:19])[F:20])[C:14]([F:15])([F:16])[F:17])[CH2:23][CH3:24], predict the reactants needed to synthesize it. The reactants are: COC[O:4][C:5]1[C:6]([CH2:22][CH2:23][CH3:24])=[C:7]2[C:11](=[CH:12][CH:13]=1)[C:10]([C:18]([F:21])([F:20])[F:19])([C:14]([F:17])([F:16])[F:15])[O:9][CH2:8]2.Cl.C(O)C. (4) Given the product [Cl:1][C:2]1[CH:7]=[C:6]([OH:8])[CH:5]=[CH:4][C:3]=1[NH:9][C:10]([NH:28][CH:31]1[CH2:21][CH2:20]1)=[O:18], predict the reactants needed to synthesize it. The reactants are: [Cl:1][C:2]1[CH:7]=[C:6]([OH:8])[CH:5]=[CH:4][C:3]=1[NH:9][C:10](=[O:18])OC1C=CC=CC=1.O.[C:20](OCC)(=O)[CH3:21].Cl.C[N:28]([CH3:31])C=O.